From a dataset of Catalyst prediction with 721,799 reactions and 888 catalyst types from USPTO. Predict which catalyst facilitates the given reaction. (1) Reactant: [F:1][C:2]1[CH:10]=[C:9]2[C:5]([CH:6]=[CH:7][NH:8]2)=[C:4]([C:11]2[CH:16]=[C:15]([N:17]3[CH2:22][CH2:21][O:20][CH2:19][CH2:18]3)[N:14]=[C:13](S(C)(=O)=O)[N:12]=2)[CH:3]=1.[Cl:27][C:28]1[CH:29]=[C:30]([CH:34]=[CH:35][CH:36]=1)[CH2:31][CH2:32][NH2:33].CCN(C(C)C)C(C)C. Product: [Cl:27][C:28]1[CH:29]=[C:30]([CH2:31][CH2:32][NH:33][C:13]2[N:12]=[C:11]([C:4]3[CH:3]=[C:2]([F:1])[CH:10]=[C:9]4[C:5]=3[CH:6]=[CH:7][NH:8]4)[CH:16]=[C:15]([N:17]3[CH2:22][CH2:21][O:20][CH2:19][CH2:18]3)[N:14]=2)[CH:34]=[CH:35][CH:36]=1. The catalyst class is: 12. (2) The catalyst class is: 1. Reactant: [NH2:1][CH:2]1[CH2:7][CH2:6][N:5]([C:8]([O:10][CH2:11][C:12]2[CH:17]=[CH:16][CH:15]=[CH:14][CH:13]=2)=[O:9])[CH2:4][CH2:3]1.C(N(CC)CC)C.Br[CH:26]([CH3:33])[CH2:27][CH2:28][CH2:29][C:30](Cl)=[O:31]. Product: [O:31]=[C:30]1[CH2:29][CH2:28][CH2:27][CH2:26][CH2:33][N:1]1[CH:2]1[CH2:3][CH2:4][N:5]([C:8]([O:10][CH2:11][C:12]2[CH:17]=[CH:16][CH:15]=[CH:14][CH:13]=2)=[O:9])[CH2:6][CH2:7]1. (3) Reactant: [CH:1]([C:3]1[CH:4]=[C:5]([CH:11]=[CH:12][C:13]=1[OH:14])[C:6]([O:8][CH2:9][CH3:10])=[O:7])=O.Br[CH2:16][C:17](=[O:19])[CH3:18].C(=O)([O-])[O-].[K+].[K+].O. Product: [C:17]([C:18]1[O:14][C:13]2[CH:12]=[CH:11][C:5]([C:6]([O:8][CH2:9][CH3:10])=[O:7])=[CH:4][C:3]=2[CH:1]=1)(=[O:19])[CH3:16]. The catalyst class is: 10.